This data is from Forward reaction prediction with 1.9M reactions from USPTO patents (1976-2016). The task is: Predict the product of the given reaction. Given the reactants FC(F)C(O)=O.[Br:7][C:8]1[CH:9]=[C:10]([C:14]2O[C:16]([CH:19]([F:21])[F:20])=[N:17][N:18]=2)[CH:11]=[N:12][CH:13]=1.[NH3:22], predict the reaction product. The product is: [Br:7][C:8]1[CH:13]=[N:12][CH:11]=[C:10]([C:14]2[NH:22][C:16]([CH:19]([F:21])[F:20])=[N:17][N:18]=2)[CH:9]=1.